Dataset: Forward reaction prediction with 1.9M reactions from USPTO patents (1976-2016). Task: Predict the product of the given reaction. (1) Given the reactants O=C(C1SC=CC=1)CC(OCC)=O.S1C=CC=C1C1C=CN=C(N)N=1.C[C:27]1([CH3:35])[O:32][C:31](=[O:33])[CH2:30][C:29](=[O:34])O1.[F:36][C:37]1[CH:45]=[CH:44][C:40](C(O)=O)=[CH:39][CH:38]=1, predict the reaction product. The product is: [F:36][C:37]1[CH:45]=[CH:44][C:40]([C:29](=[O:34])[CH2:30][C:31]([O:32][CH2:27][CH3:35])=[O:33])=[CH:39][CH:38]=1. (2) Given the reactants [NH2:1][C:2]1[CH:10]=[C:9]2[C:5]([CH2:6][CH2:7][N:8]2[C:11](=[O:13])[CH3:12])=[CH:4][CH:3]=1.[C:14]([O:18][C:19](=[O:25])[NH:20][CH2:21][CH2:22][CH2:23]Br)([CH3:17])([CH3:16])[CH3:15].C([O-])([O-])=O.[K+].[K+], predict the reaction product. The product is: [C:14]([O:18][C:19](=[O:25])[NH:20][CH2:21][CH2:22][CH2:23][NH:1][C:2]1[CH:10]=[C:9]2[C:5]([CH2:6][CH2:7][N:8]2[C:11](=[O:13])[CH3:12])=[CH:4][CH:3]=1)([CH3:17])([CH3:16])[CH3:15]. (3) Given the reactants [CH3:1][O:2][C:3]1[CH:22]=[CH:21][C:6]([CH2:7][N:8]2[C:17](=[O:18])[C:16]3[N:15]=[CH:14][C:13]([CH3:19])=[C:12](Cl)[C:11]=3[CH:10]=[CH:9]2)=[CH:5][CH:4]=1.[CH3:23][NH:24][C:25]1[N:34]=[CH:33][C:32]2[C:27](=[CH:28][CH:29]=[C:30](B3OC(C)(C)C(C)(C)O3)[CH:31]=2)[N:26]=1.C(=O)([O-])[O-].[Na+].[Na+].COCCOC, predict the reaction product. The product is: [CH3:1][O:2][C:3]1[CH:22]=[CH:21][C:6]([CH2:7][N:8]2[C:17](=[O:18])[C:16]3[N:15]=[CH:14][C:13]([CH3:19])=[C:12]([C:30]4[CH:31]=[C:32]5[C:27](=[CH:28][CH:29]=4)[N:26]=[C:25]([NH:24][CH3:23])[N:34]=[CH:33]5)[C:11]=3[CH:10]=[CH:9]2)=[CH:5][CH:4]=1. (4) Given the reactants [F:1][C:2]1[CH:7]=[CH:6][C:5]([C:8]([NH:10][C@@H:11]([CH2:15][CH2:16][C:17]([O:19][CH3:20])=[O:18])[C:12]([OH:14])=O)=[O:9])=[CH:4][CH:3]=1.CCOP(ON1N=NC2C=CC=CC=2C1=O)(OCC)=O.N1C=CN=C1.[CH3:46][S:47]([N:50]1[CH2:55][CH2:54][NH:53][CH2:52][CH2:51]1)(=[O:49])=[O:48], predict the reaction product. The product is: [F:1][C:2]1[CH:3]=[CH:4][C:5]([C:8]([NH:10][C@H:11]([C:12]([N:53]2[CH2:54][CH2:55][N:50]([S:47]([CH3:46])(=[O:49])=[O:48])[CH2:51][CH2:52]2)=[O:14])[CH2:15][CH2:16][C:17]([O:19][CH3:20])=[O:18])=[O:9])=[CH:6][CH:7]=1. (5) The product is: [CH2:1]([O:3][C:4]([C:6]1([C:9]2[CH:14]=[CH:13][CH:12]=[C:11]([B:19]3[O:20][C:21]([CH3:23])([CH3:22])[C:17]([CH3:33])([CH3:16])[O:18]3)[CH:10]=2)[CH2:8][CH2:7]1)=[O:5])[CH3:2]. Given the reactants [CH2:1]([O:3][C:4]([C:6]1([C:9]2[CH:14]=[CH:13][CH:12]=[C:11](Br)[CH:10]=2)[CH2:8][CH2:7]1)=[O:5])[CH3:2].[CH3:16][C:17]1([CH3:33])[C:21]([CH3:23])([CH3:22])[O:20][B:19]([B:19]2[O:20][C:21]([CH3:23])([CH3:22])[C:17]([CH3:33])([CH3:16])[O:18]2)[O:18]1.C([O-])(=O)C.[K+].O1CCOCC1, predict the reaction product. (6) Given the reactants C(OC([N:8]1[CH:17]([CH:18]([OH:36])[CH:19]([O:21][C:22](=[O:35])[CH:23]([NH:27]C(OC(C)(C)C)=O)[CH:24]([CH3:26])[CH3:25])[CH3:20])[CH2:16][NH:15][C:14]2[NH:13][C:12]([N:37]=CN(C)C)=[N:11][C:10](=[O:42])[C:9]1=2)=O)(C)(C)C.[ClH:43].O1CCOCC1, predict the reaction product. The product is: [ClH:43].[ClH:43].[NH2:37][C:12]1[NH:11][C:10](=[O:42])[C:9]2[NH:8][CH:17]([CH:18]([OH:36])[CH:19]([O:21][C:22](=[O:35])[CH:23]([NH2:27])[CH:24]([CH3:25])[CH3:26])[CH3:20])[CH2:16][NH:15][C:14]=2[N:13]=1. (7) The product is: [CH3:15][O:16][C:17]([CH:18]1[NH:1][C:2]2[N:3]=[CH:4][CH:5]=[CH:6][C:7]=2[CH2:8][C:9]2[CH:14]=[CH:13][CH:12]=[CH:11][C:10]1=2)=[O:22]. Given the reactants [NH2:1][C:2]1[C:7]([CH2:8][C:9]2[CH:14]=[CH:13][CH:12]=[CH:11][CH:10]=2)=[CH:6][CH:5]=[CH:4][N:3]=1.[CH3:15][O:16][CH:17]([O:22]C)[C:18](OC)=O, predict the reaction product.